Predict the reactants needed to synthesize the given product. From a dataset of Full USPTO retrosynthesis dataset with 1.9M reactions from patents (1976-2016). Given the product [ClH:25].[CH2:1]([O:5][CH2:6][C@H:7]1[CH2:11][CH2:10][CH2:9][NH:8]1)[CH:2]([CH3:4])[CH3:3], predict the reactants needed to synthesize it. The reactants are: [CH2:1]([O:5][CH2:6][C@H:7]1[CH2:11][CH2:10][CH2:9][N:8]1C(OC(C)(C)C)=O)[CH:2]([CH3:4])[CH3:3].C(OCC)(=O)C.[ClH:25].